This data is from Forward reaction prediction with 1.9M reactions from USPTO patents (1976-2016). The task is: Predict the product of the given reaction. The product is: [OH:1][CH2:2][CH2:3][C:4]1[CH:9]=[CH:8][C:7]([O:10][C:13](=[O:14])[N:12]([CH3:11])[C:16]2[CH:21]=[CH:20][CH:19]=[CH:18][CH:17]=2)=[CH:6][CH:5]=1. Given the reactants [OH:1][CH2:2][CH2:3][C:4]1[CH:9]=[CH:8][C:7]([OH:10])=[CH:6][CH:5]=1.[CH3:11][N:12]([C:16]1[CH:21]=[CH:20][CH:19]=[CH:18][CH:17]=1)[C:13](Cl)=[O:14], predict the reaction product.